From a dataset of Peptide-MHC class I binding affinity with 185,985 pairs from IEDB/IMGT. Regression. Given a peptide amino acid sequence and an MHC pseudo amino acid sequence, predict their binding affinity value. This is MHC class I binding data. (1) The peptide sequence is SHINFILAPQ. The MHC is H-2-Kb with pseudo-sequence H-2-Kb. The binding affinity (normalized) is 0.00202. (2) The peptide sequence is VEIPNRIVF. The MHC is HLA-B57:01 with pseudo-sequence HLA-B57:01. The binding affinity (normalized) is 0.0847. (3) The peptide sequence is FLWWNAAPA. The MHC is HLA-A02:01 with pseudo-sequence HLA-A02:01. The binding affinity (normalized) is 1.00. (4) The peptide sequence is NHCNVELSL. The MHC is Mamu-A07 with pseudo-sequence Mamu-A07. The binding affinity (normalized) is 0.553. (5) The peptide sequence is RAYRNALSM. The MHC is HLA-A03:19 with pseudo-sequence HLA-A03:19. The binding affinity (normalized) is 0.347. (6) The peptide sequence is SRWAISHWL. The MHC is HLA-B45:06 with pseudo-sequence HLA-B45:06. The binding affinity (normalized) is 0.213. (7) The peptide sequence is YNLTMKCRR. The MHC is Mamu-B8301 with pseudo-sequence Mamu-B8301. The binding affinity (normalized) is 0.805.